This data is from Buchwald-Hartwig C-N cross coupling reaction yields with 55,370 reactions. The task is: Predict the reaction yield, written as a fraction of the theoretical maximum amount of product (1.0 means a 100% yield; for example, 0.34 means a 34% yield). (1) The reactants are Clc1cccnc1.Cc1ccc(N)cc1.O=S(=O)(O[Pd]1c2ccccc2-c2ccccc2N~1)C(F)(F)F.CC(C)c1cc(C(C)C)c(-c2ccccc2P(C(C)(C)C)C(C)(C)C)c(C(C)C)c1.CN(C)C(=NC(C)(C)C)N(C)C.c1ccc(-c2ccno2)cc1. No catalyst specified. The product is Cc1ccc(Nc2cccnc2)cc1. The yield is 0.152. (2) The reactants are Brc1ccccn1.Cc1ccc(N)cc1.O=S(=O)(O[Pd]1c2ccccc2-c2ccccc2N~1)C(F)(F)F.COc1ccc(OC)c(P(C(C)(C)C)C(C)(C)C)c1-c1c(C(C)C)cc(C(C)C)cc1C(C)C.CCN=P(N=P(N(C)C)(N(C)C)N(C)C)(N(C)C)N(C)C.c1ccc(-c2ccon2)cc1. No catalyst specified. The product is Cc1ccc(Nc2ccccn2)cc1. The yield is 0.879. (3) The reactants are CCc1ccc(I)cc1.Cc1ccc(N)cc1.O=S(=O)(O[Pd]1c2ccccc2-c2ccccc2N~1)C(F)(F)F.CC(C)c1cc(C(C)C)c(-c2ccccc2P(C(C)(C)C)C(C)(C)C)c(C(C)C)c1.CN(C)C(=NC(C)(C)C)N(C)C.Cc1ccon1. No catalyst specified. The product is CCc1ccc(Nc2ccc(C)cc2)cc1. The yield is 0.810. (4) The reactants are Brc1ccccn1.Cc1ccc(N)cc1.O=S(=O)(O[Pd]1c2ccccc2-c2ccccc2N~1)C(F)(F)F.COc1ccc(OC)c(P(C(C)(C)C)C(C)(C)C)c1-c1c(C(C)C)cc(C(C)C)cc1C(C)C.CCN=P(N=P(N(C)C)(N(C)C)N(C)C)(N(C)C)N(C)C.Cc1ccon1. No catalyst specified. The product is Cc1ccc(Nc2ccccn2)cc1. The yield is 0.883. (5) The reactants are Brc1cccnc1.Cc1ccc(N)cc1.O=S(=O)(O[Pd]1c2ccccc2-c2ccccc2N~1)C(F)(F)F.COc1ccc(OC)c(P(C(C)(C)C)C(C)(C)C)c1-c1c(C(C)C)cc(C(C)C)cc1C(C)C.CN(C)C(=NC(C)(C)C)N(C)C.CCOC(=O)c1cnoc1C. No catalyst specified. The product is Cc1ccc(Nc2cccnc2)cc1. The yield is 0.154. (6) The reactants are CCc1ccc(Br)cc1.Cc1ccc(N)cc1.O=S(=O)(O[Pd]1c2ccccc2-c2ccccc2N~1)C(F)(F)F.COc1ccc(OC)c(P([C@]23C[C@H]4C[C@H](C[C@H](C4)C2)C3)[C@]23C[C@H]4C[C@H](C[C@H](C4)C2)C3)c1-c1c(C(C)C)cc(C(C)C)cc1C(C)C.CN1CCCN2CCCN=C12.CCOC(=O)c1cc(C)no1. No catalyst specified. The product is CCc1ccc(Nc2ccc(C)cc2)cc1. The yield is 0.579.